From a dataset of Forward reaction prediction with 1.9M reactions from USPTO patents (1976-2016). Predict the product of the given reaction. (1) Given the reactants O=[C:2]([CH2:8][C:9](=O)[CH2:10][CH3:11])[C:3]([O:5][CH2:6][CH3:7])=[O:4].[NH2:13][NH2:14], predict the reaction product. The product is: [CH2:10]([C:9]1[NH:14][N:13]=[C:2]([C:3]([O:5][CH2:6][CH3:7])=[O:4])[CH:8]=1)[CH3:11]. (2) Given the reactants [NH2:1][C:2]1[O:6][N:5]=[C:4]([CH3:7])[C:3]=1[Br:8].[H-].[Na+].[C:11]1([S:17](Cl)(=[O:19])=[O:18])[CH:16]=[CH:15][CH:14]=[CH:13][CH:12]=1.CO, predict the reaction product. The product is: [Br:8][C:3]1[C:4]([CH3:7])=[N:5][O:6][C:2]=1[NH:1][S:17]([C:11]1[CH:16]=[CH:15][CH:14]=[CH:13][CH:12]=1)(=[O:19])=[O:18]. (3) Given the reactants [C:1]([O:5][C:6]([NH:8][C@@H:9]([CH2:14]I)[C:10]([O:12][CH3:13])=[O:11])=[O:7])([CH3:4])([CH3:3])[CH3:2].II.COC1C=CC=C(OC)C=1C1C=CC=CC=1P(C1CCCCC1)C1CCCCC1.Br[C:48]1[CH:53]=[CH:52][N:51]=[C:50]([O:54][CH3:55])[CH:49]=1, predict the reaction product. The product is: [C:1]([O:5][C:6]([NH:8][C@@H:9]([CH2:14][C:48]1[CH:53]=[CH:52][N:51]=[C:50]([O:54][CH3:55])[CH:49]=1)[C:10]([O:12][CH3:13])=[O:11])=[O:7])([CH3:4])([CH3:3])[CH3:2]. (4) Given the reactants O=[C:2]1[CH:11]([C:12]([O:14]C)=O)[CH2:10][CH2:9][CH2:8][C:3]21[CH2:7][CH2:6][CH2:5][CH2:4]2.Cl.[NH2:17][C:18]([NH2:20])=[NH:19].C(=O)([O-])[O-].[K+].[K+], predict the reaction product. The product is: [NH2:20][C:18]1[N:19]=[C:12]([OH:14])[C:11]2[CH2:10][CH2:9][CH2:8][C:3]3([CH2:7][CH2:6][CH2:5][CH2:4]3)[C:2]=2[N:17]=1. (5) Given the reactants C([O:3][C:4]([C:6]1[C:7]2[CH2:8][C@H:9]3[CH2:22][C@H:10]3[C:11]=2[N:12]([C:14]2[CH:19]=[CH:18][C:17]([F:20])=[CH:16][C:15]=2[F:21])[N:13]=1)=[O:5])C.[OH-].[Na+], predict the reaction product. The product is: [F:21][C:15]1[CH:16]=[C:17]([F:20])[CH:18]=[CH:19][C:14]=1[N:12]1[C:11]2[C@@H:10]3[CH2:22][C@@H:9]3[CH2:8][C:7]=2[C:6]([C:4]([OH:5])=[O:3])=[N:13]1. (6) Given the reactants [C:1]([C:5]1[CH:6]=[CH:7][C:8]([C:13]2[O:14][CH2:15][C:16]([CH3:19])([CH3:18])[N:17]=2)=[C:9]([CH:12]=1)[CH:10]=[O:11])([CH3:4])([CH3:3])[CH3:2].C1(C)C=CC(S([O-])(=O)=O)=CC=1.[NH+]1C=CC=CC=1.[CH2:37](O)[CH2:38][CH2:39][OH:40], predict the reaction product. The product is: [C:1]([C:5]1[CH:6]=[CH:7][C:8]([C:13]2[O:14][CH2:15][C:16]([CH3:19])([CH3:18])[N:17]=2)=[C:9]([CH:10]2[O:40][CH2:39][CH2:38][CH2:37][O:11]2)[CH:12]=1)([CH3:4])([CH3:2])[CH3:3]. (7) The product is: [C:1]([C:8]1[N:12]([CH3:13])[C:11](=[O:14])[O:10][N:9]=1)(=[O:17])[C:2]1[CH:3]=[CH:4][CH:5]=[CH:6][CH:7]=1. Given the reactants [CH2:1]([C:8]1[N:12]([CH3:13])[C:11](=[O:14])[O:10][N:9]=1)[C:2]1[CH:7]=[CH:6][CH:5]=[CH:4][CH:3]=1.C(O)(=[O:17])C, predict the reaction product.